This data is from NCI-60 drug combinations with 297,098 pairs across 59 cell lines. The task is: Regression. Given two drug SMILES strings and cell line genomic features, predict the synergy score measuring deviation from expected non-interaction effect. (1) Drug 1: CCCS(=O)(=O)NC1=C(C(=C(C=C1)F)C(=O)C2=CNC3=C2C=C(C=N3)C4=CC=C(C=C4)Cl)F. Drug 2: CC(C1=C(C=CC(=C1Cl)F)Cl)OC2=C(N=CC(=C2)C3=CN(N=C3)C4CCNCC4)N. Cell line: NCI-H522. Synergy scores: CSS=4.49, Synergy_ZIP=-0.683, Synergy_Bliss=-0.0387, Synergy_Loewe=-2.31, Synergy_HSA=-1.59. (2) Drug 1: CC1=C(C=C(C=C1)C(=O)NC2=CC(=CC(=C2)C(F)(F)F)N3C=C(N=C3)C)NC4=NC=CC(=N4)C5=CN=CC=C5. Drug 2: CC1CCC2CC(C(=CC=CC=CC(CC(C(=O)C(C(C(=CC(C(=O)CC(OC(=O)C3CCCCN3C(=O)C(=O)C1(O2)O)C(C)CC4CCC(C(C4)OC)O)C)C)O)OC)C)C)C)OC. Cell line: NCI-H460. Synergy scores: CSS=-3.17, Synergy_ZIP=3.13, Synergy_Bliss=3.43, Synergy_Loewe=-4.49, Synergy_HSA=-4.03. (3) Drug 1: CCC1=CC2CC(C3=C(CN(C2)C1)C4=CC=CC=C4N3)(C5=C(C=C6C(=C5)C78CCN9C7C(C=CC9)(C(C(C8N6C)(C(=O)OC)O)OC(=O)C)CC)OC)C(=O)OC.C(C(C(=O)O)O)(C(=O)O)O. Drug 2: CN(C(=O)NC(C=O)C(C(C(CO)O)O)O)N=O. Cell line: OVCAR-5. Synergy scores: CSS=50.3, Synergy_ZIP=-0.507, Synergy_Bliss=-1.40, Synergy_Loewe=-72.9, Synergy_HSA=-0.831. (4) Drug 1: C1=CC=C(C=C1)NC(=O)CCCCCCC(=O)NO. Drug 2: C(CN)CNCCSP(=O)(O)O. Cell line: MDA-MB-435. Synergy scores: CSS=4.21, Synergy_ZIP=-4.21, Synergy_Bliss=-5.13, Synergy_Loewe=-14.9, Synergy_HSA=-5.71. (5) Drug 1: CN(C)C(=N)N=C(N)N. Drug 2: CCC1=C2N=C(C=C(N2N=C1)NCC3=C[N+](=CC=C3)[O-])N4CCCCC4CCO. Cell line: HT29. Synergy scores: CSS=39.8, Synergy_ZIP=2.30, Synergy_Bliss=2.20, Synergy_Loewe=-23.7, Synergy_HSA=0.347. (6) Drug 1: C1=CC=C(C(=C1)C(C2=CC=C(C=C2)Cl)C(Cl)Cl)Cl. Drug 2: CC(C)CN1C=NC2=C1C3=CC=CC=C3N=C2N. Cell line: A498. Synergy scores: CSS=-0.558, Synergy_ZIP=0.0935, Synergy_Bliss=-1.40, Synergy_Loewe=-0.749, Synergy_HSA=-1.48. (7) Synergy scores: CSS=29.5, Synergy_ZIP=0.0689, Synergy_Bliss=2.41, Synergy_Loewe=2.67, Synergy_HSA=4.96. Drug 1: C1CC(C1)(C(=O)O)C(=O)O.[NH2-].[NH2-].[Pt+2]. Cell line: OVCAR-4. Drug 2: CC1C(C(CC(O1)OC2CC(CC3=C2C(=C4C(=C3O)C(=O)C5=C(C4=O)C(=CC=C5)OC)O)(C(=O)CO)O)N)O.Cl. (8) Drug 1: CC1OCC2C(O1)C(C(C(O2)OC3C4COC(=O)C4C(C5=CC6=C(C=C35)OCO6)C7=CC(=C(C(=C7)OC)O)OC)O)O. Drug 2: CC1C(C(CC(O1)OC2CC(CC3=C2C(=C4C(=C3O)C(=O)C5=C(C4=O)C(=CC=C5)OC)O)(C(=O)C)O)N)O.Cl. Cell line: UACC62. Synergy scores: CSS=42.8, Synergy_ZIP=-0.954, Synergy_Bliss=3.83, Synergy_Loewe=6.57, Synergy_HSA=7.46.